The task is: Predict the reactants needed to synthesize the given product.. This data is from Full USPTO retrosynthesis dataset with 1.9M reactions from patents (1976-2016). (1) Given the product [Cl:1][C:2]1[CH:7]=[CH:6][CH:5]=[CH:4][C:3]=1[C:8]1[N:17]=[C:16]([N:18]2[CH2:19][CH2:20][N:21]([CH3:24])[CH2:22][CH2:23]2)[C:15]2[C:10](=[CH:11][CH:12]=[C:13]([C:25]([N:30]([CH2:31][CH3:32])[CH2:28][CH3:29])=[O:26])[CH:14]=2)[N:9]=1, predict the reactants needed to synthesize it. The reactants are: [Cl:1][C:2]1[CH:7]=[CH:6][CH:5]=[CH:4][C:3]=1[C:8]1[N:17]=[C:16]([N:18]2[CH2:23][CH2:22][N:21]([CH3:24])[CH2:20][CH2:19]2)[C:15]2[C:10](=[CH:11][CH:12]=[C:13]([C:25](O)=[O:26])[CH:14]=2)[N:9]=1.[CH2:28]([NH:30][CH2:31][CH3:32])[CH3:29].ON1C2C=CC=CC=2N=N1. (2) Given the product [CH3:37][P:35]([CH2:34][C:30]1[CH:29]=[C:28]([N:27]2[C:23]([NH:22][C:20]([NH:19][C:12]3[C:13]4[C:18](=[CH:17][CH:16]=[CH:15][CH:14]=4)[C:9]([O:8][C:6]4[CH:5]=[CH:4][N:3]=[C:2]([NH:53][C:46]5[CH:47]=[C:48]6[C:52](=[C:44]([CH3:43])[CH:45]=5)[NH:51][N:50]=[CH:49]6)[N:7]=4)=[CH:10][CH:11]=3)=[O:21])=[CH:24][C:25]([CH:39]([CH3:41])[CH3:40])=[N:26]2)[CH:33]=[CH:32][CH:31]=1)([CH3:38])=[O:36], predict the reactants needed to synthesize it. The reactants are: Cl[C:2]1[N:7]=[C:6]([O:8][C:9]2[C:18]3[C:13](=[CH:14][CH:15]=[CH:16][CH:17]=3)[C:12]([NH:19][C:20]([NH:22][C:23]3[N:27]([C:28]4[CH:33]=[CH:32][CH:31]=[C:30]([CH2:34][P:35]([CH3:38])([CH3:37])=[O:36])[CH:29]=4)[N:26]=[C:25]([CH:39]([CH3:41])[CH3:40])[CH:24]=3)=[O:21])=[CH:11][CH:10]=2)[CH:5]=[CH:4][N:3]=1.Cl.[CH3:43][C:44]1[CH:45]=[C:46]([NH2:53])[CH:47]=[C:48]2[C:52]=1[NH:51][N:50]=[CH:49]2. (3) Given the product [OH:36][CH:37]1[CH2:42][CH2:41][N:40]([C:30](=[O:32])[CH:29]([C:26]2[CH:25]=[CH:24][C:23]([C:21]3[CH:20]=[N:19][N:18]4[C:14]([C:10]5[CH:9]=[C:8]([NH:7][C:5]([NH:4][CH2:3][C:2]([F:35])([F:1])[F:34])=[O:6])[CH:13]=[CH:12][CH:11]=5)=[CH:15][N:16]=[C:17]4[CH:22]=3)=[CH:28][CH:27]=2)[CH3:33])[CH2:39][CH2:38]1, predict the reactants needed to synthesize it. The reactants are: [F:1][C:2]([F:35])([F:34])[CH2:3][NH:4][C:5]([NH:7][C:8]1[CH:9]=[C:10]([C:14]2[N:18]3[N:19]=[CH:20][C:21]([C:23]4[CH:28]=[CH:27][C:26]([CH:29]([CH3:33])[C:30]([OH:32])=O)=[CH:25][CH:24]=4)=[CH:22][C:17]3=[N:16][CH:15]=2)[CH:11]=[CH:12][CH:13]=1)=[O:6].[OH:36][CH:37]1[CH2:42][CH2:41][NH:40][CH2:39][CH2:38]1. (4) Given the product [C:26]([C:25]1[C:21]([CH2:20][N:10]2[C:9](=[O:8])[C:18]3[C:13](=[CH:14][CH:15]=[CH:16][CH:17]=3)[N:12]=[CH:11]2)=[C:22]([C:34]([O:36][CH3:37])=[O:35])[S:23][C:24]=1[N:28]1[CH2:33][CH2:32][O:31][CH2:30][CH2:29]1)#[N:27], predict the reactants needed to synthesize it. The reactants are: [H-].[Na+].CN(C)C=O.[OH:8][C:9]1[C:18]2[C:13](=[CH:14][CH:15]=[CH:16][CH:17]=2)[N:12]=[CH:11][N:10]=1.Br[CH2:20][C:21]1[C:25]([C:26]#[N:27])=[C:24]([N:28]2[CH2:33][CH2:32][O:31][CH2:30][CH2:29]2)[S:23][C:22]=1[C:34]([O:36][CH3:37])=[O:35]. (5) Given the product [C:43]([O:42][C@@H:38]([C:12]1[C:13]([CH3:37])=[N:14][C:15]2=[CH:19][C:18]3=[N:17][N:16]2[C:11]=1[N:8]1[CH2:9][CH2:10][C:5]([CH3:47])([O:4][CH2:1][CH:2]=[CH:33][CH2:32][C@H:30]([CH3:31])[O:29][C:28]2[C:23]([CH2:22][O:21][CH2:20]3)=[C:24]([F:36])[CH:25]=[C:26]([F:35])[CH:27]=2)[CH2:6][CH2:7]1)[C:39]([OH:41])=[O:40])([CH3:45])([CH3:44])[CH3:46], predict the reactants needed to synthesize it. The reactants are: [CH2:1]([O:4][C:5]1([CH3:47])[CH2:10][CH2:9][N:8]([C:11]2[N:16]3[N:17]=[C:18]([CH2:20][O:21][CH2:22][C:23]4[C:28]([O:29][C@H:30]([CH2:32][CH:33]=C)[CH3:31])=[CH:27][C:26]([F:35])=[CH:25][C:24]=4[F:36])[CH:19]=[C:15]3[N:14]=[C:13]([CH3:37])[C:12]=2[C@H:38]([O:42][C:43]([CH3:46])([CH3:45])[CH3:44])[C:39]([OH:41])=[O:40])[CH2:7][CH2:6]1)[CH:2]=C. (6) Given the product [Br:17][C:14]1[CH:15]=[CH:16][C:11]([C:3]2[CH:2]=[N:1][CH:6]=[CH:5][CH:4]=2)=[N:12][CH:13]=1, predict the reactants needed to synthesize it. The reactants are: [N:1]1[CH:6]=[CH:5][CH:4]=[C:3](B(O)O)[CH:2]=1.Br[C:11]1[CH:16]=[CH:15][C:14]([Br:17])=[CH:13][N:12]=1.C(=O)([O-])[O-].[Na+].[Na+].C1(C)C=CC=CC=1. (7) Given the product [Br:17][C:18]1[CH:19]=[CH:20][C:21]2=[C:29]3[C:28]=1[CH:27]=[CH:26][CH:25]=[C:24]3[C:23]1[C:22]2=[C:10]([C:11]2[CH:12]=[CH:13][CH:14]=[CH:15][CH:16]=2)[C:8](=[O:9])[C:7]=1[C:1]1[CH:2]=[CH:3][CH:4]=[CH:5][CH:6]=1, predict the reactants needed to synthesize it. The reactants are: [C:1]1([CH2:7][C:8]([CH2:10][C:11]2[CH:16]=[CH:15][CH:14]=[CH:13][CH:12]=2)=[O:9])[CH:6]=[CH:5][CH:4]=[CH:3][CH:2]=1.[Br:17][C:18]1[C:28]2[C:29]3[C:21]([C:22](=O)[C:23](=O)[C:24]=3[CH:25]=[CH:26][CH:27]=2)=[CH:20][CH:19]=1.[OH-].[K+].